This data is from Forward reaction prediction with 1.9M reactions from USPTO patents (1976-2016). The task is: Predict the product of the given reaction. (1) Given the reactants [NH2:1][C:2]1[N:7]=[C:6]([CH2:8][CH2:9][CH2:10][C:11]([OH:13])=O)[CH:5]=[C:4]([NH:14][C:15]2[CH:20]=[CH:19][C:18]([O:21][C:22]3[CH:27]=[CH:26][N:25]=[C:24]4[NH:28][CH:29]=[CH:30][C:23]=34)=[C:17]([F:31])[CH:16]=2)[N:3]=1.CN(C(ON1N=N[C:42]2[CH:43]=[CH:44][CH:45]=[N:46][C:41]1=2)=[N+](C)C)C.F[P-](F)(F)(F)(F)F.C(NC(C)C)(C)C.N1CCCCC1, predict the reaction product. The product is: [F:31][C:17]1[CH:16]=[C:15]([NH:14][C:4]2[CH:5]=[C:6]([CH2:8][CH2:9][CH2:10][C:11](=[O:13])[N:46]3[CH2:41][CH2:42][CH2:43][CH2:44][CH2:45]3)[N:7]=[C:2]([NH2:1])[N:3]=2)[CH:20]=[CH:19][C:18]=1[O:21][C:22]1[CH:27]=[CH:26][N:25]=[C:24]2[NH:28][CH:29]=[CH:30][C:23]=12. (2) Given the reactants [CH3:1][O:2][C:3]1[CH:11]=[C:10]2[C:6]([C:7]([CH2:18][C:19]3[N:24]=[C:23](/[CH:25]=[CH:26]/[C:27]#[N:28])[CH:22]=[CH:21][CH:20]=3)=[C:8]([C:12]3[CH:17]=[CH:16][CH:15]=[CH:14][CH:13]=3)[NH:9]2)=[CH:5][CH:4]=1.C(O)(C)C.O.[N-:34]=[N+:35]=[N-:36].[Na+], predict the reaction product. The product is: [CH3:1][O:2][C:3]1[CH:11]=[C:10]2[C:6]([C:7]([CH2:18][C:19]3[CH:20]=[CH:21][CH:22]=[C:23](/[CH:25]=[CH:26]/[C:27]4[NH:36][N:35]=[N:34][N:28]=4)[N:24]=3)=[C:8]([C:12]3[CH:17]=[CH:16][CH:15]=[CH:14][CH:13]=3)[NH:9]2)=[CH:5][CH:4]=1. (3) Given the reactants C1(P(C2C=CC=CC=2)C2C=CC=CC=2)C=CC=CC=1.N(C(OC(C)C)=O)=NC(OC(C)C)=O.[Br:34][C:35]1[CH:40]=[CH:39][C:38]([C@@H:41]2[CH2:44][C@H:43]([OH:45])[CH2:42]2)=[C:37]([O:46][CH3:47])[CH:36]=1.[N+](C1C=CC(C(O)=O)=CC=1)([O-])=O.[OH-].[Na+], predict the reaction product. The product is: [Br:34][C:35]1[CH:40]=[CH:39][C:38]([C@H:41]2[CH2:42][C@H:43]([OH:45])[CH2:44]2)=[C:37]([O:46][CH3:47])[CH:36]=1. (4) Given the reactants [F:1][C:2]1[CH:3]=[C:4]([CH:16]=[CH:17][C:18]=1[F:19])[O:5][C:6]1[CH:13]=[CH:12][C:11]([CH2:14][OH:15])=[CH:10][C:7]=1[C:8]#[N:9].Cl[C:21]1[CH:22]=[C:23]2[N:30]([CH3:31])[C@@H:29]([CH3:32])[CH2:28][N:24]2[C:25](=[O:27])[N:26]=1, predict the reaction product. The product is: [F:1][C:2]1[CH:3]=[C:4]([CH:16]=[CH:17][C:18]=1[F:19])[O:5][C:6]1[CH:13]=[CH:12][C:11]([CH2:14][O:15][C:21]2[CH:22]=[C:23]3[N:30]([CH3:31])[C@@H:29]([CH3:32])[CH2:28][N:24]3[C:25](=[O:27])[N:26]=2)=[CH:10][C:7]=1[C:8]#[N:9]. (5) Given the reactants [CH2:1]([C:3]1[CH:4]=[CH:5][C:6]([O:17]C)=[C:7]([C:9]([C:11]2[CH:16]=[CH:15][CH:14]=[CH:13][N:12]=2)=[O:10])[CH:8]=1)[CH3:2], predict the reaction product. The product is: [CH2:1]([C:3]1[CH:4]=[CH:5][C:6]([OH:17])=[C:7]([C:9]([C:11]2[CH:16]=[CH:15][CH:14]=[CH:13][N:12]=2)=[O:10])[CH:8]=1)[CH3:2]. (6) Given the reactants [Br:1][C:2]1[C:3]([CH:10]=[N:11][S@:12]([C:14]([CH3:17])([CH3:16])[CH3:15])=[O:13])=[N:4][C:5]([S:8][CH3:9])=[N:6][CH:7]=1.[F:18][C:19]1[CH:20]=[C:21]([CH:25]=[C:26]([F:28])[CH:27]=1)[CH2:22][Mg]Br.[NH4+].[Cl-], predict the reaction product. The product is: [Br:1][C:2]1[C:3]([C@@H:10]([NH:11][S@:12]([C:14]([CH3:17])([CH3:16])[CH3:15])=[O:13])[CH2:22][C:21]2[CH:20]=[C:19]([F:18])[CH:27]=[C:26]([F:28])[CH:25]=2)=[N:4][C:5]([S:8][CH3:9])=[N:6][CH:7]=1. (7) Given the reactants [CH2:1]=[CH:2][CH2:3][CH2:4][CH2:5][CH2:6][CH2:7][CH2:8][CH2:9][CH2:10][CH3:11].Br[C:13]1[CH:14]=[CH:15][C:16]([F:23])=[C:17]([CH:22]=1)[C:18]([O:20][CH3:21])=[O:19], predict the reaction product. The product is: [F:23][C:16]1[CH:15]=[CH:14][C:13]([CH2:11][CH2:10][CH2:9][CH2:8][CH2:7][CH2:6][CH2:5][CH2:4][CH2:3][CH2:2][CH3:1])=[CH:22][C:17]=1[C:18]([O:20][CH3:21])=[O:19]. (8) Given the reactants [CH3:1][O:2][C:3]([C:5]1[S:6][C:7]([C:11]2([OH:17])[CH2:15][CH2:14][O:13][CH:12]2[CH3:16])=[CH:8][C:9]=1[NH2:10])=[O:4].CO[CH:20]([N:23]([CH3:25])[CH3:24])OC, predict the reaction product. The product is: [CH3:1][O:2][C:3]([C:5]1[S:6][C:7]([C:11]2([OH:17])[CH2:15][CH2:14][O:13][CH:12]2[CH3:16])=[CH:8][C:9]=1[N:10]=[CH:20][N:23]([CH3:25])[CH3:24])=[O:4].